Dataset: Reaction yield outcomes from USPTO patents with 853,638 reactions. Task: Predict the reaction yield, written as a fraction of the theoretical maximum amount of product (1.0 means a 100% yield; for example, 0.34 means a 34% yield). (1) The reactants are [C:1]([O:5][C:6](=[O:38])[NH:7][C:8]1([C:12]2[CH:17]=[CH:16][C:15]([C:18]3[C:19]([C:32]4[CH:37]=[CH:36][CH:35]=[CH:34][CH:33]=4)=[CH:20][C:21]4[N:26]5[C:27](=[O:30])[NH:28][N:29]=[C:25]5[CH2:24][O:23][C:22]=4[N:31]=3)=[CH:14][CH:13]=2)[CH2:11][CH2:10][CH2:9]1)([CH3:4])([CH3:3])[CH3:2].C(=O)([O-])[O-].[K+].[K+].Br[CH2:46][C:47]#[N:48].O. The catalyst is CN(C=O)C. The product is [C:1]([O:5][C:6](=[O:38])[NH:7][C:8]1([C:12]2[CH:13]=[CH:14][C:15]([C:18]3[C:19]([C:32]4[CH:37]=[CH:36][CH:35]=[CH:34][CH:33]=4)=[CH:20][C:21]4[N:26]5[C:27](=[O:30])[N:28]([CH2:46][C:47]#[N:48])[N:29]=[C:25]5[CH2:24][O:23][C:22]=4[N:31]=3)=[CH:16][CH:17]=2)[CH2:11][CH2:10][CH2:9]1)([CH3:4])([CH3:2])[CH3:3]. The yield is 0.600. (2) The reactants are [CH3:1][S:2](Cl)(=[O:4])=[O:3].[Cl:6][C:7]1[CH:8]=[C:9]([OH:22])[CH:10]=[C:11]([B:13]2[O:17][C:16]([CH3:19])([CH3:18])[C:15]([CH3:21])([CH3:20])[O:14]2)[CH:12]=1.C(N(CC)CC)C. The catalyst is ClCCl. The product is [CH3:1][S:2]([O:22][C:9]1[CH:10]=[C:11]([B:13]2[O:17][C:16]([CH3:18])([CH3:19])[C:15]([CH3:21])([CH3:20])[O:14]2)[CH:12]=[C:7]([Cl:6])[CH:8]=1)(=[O:4])=[O:3]. The yield is 0.860. (3) The reactants are CN(C(/N=N/C(N(C)C)=O)=O)C.C(P(CCCC)CCCC)CCC.[OH:26][C:27]1[C:36]2[CH2:35][CH2:34][CH2:33][CH2:32][C:31]=2[CH:30]=[CH:29][C:28]=1[CH:37]1[CH2:42][CH2:41][N:40]([CH2:43][CH2:44][CH2:45][CH2:46][NH:47][C:48]([C:50]2[CH:55]=[CH:54][C:53]([C:56]3[CH:61]=[CH:60][C:59]([C:62]([F:65])([F:64])[F:63])=[CH:58][CH:57]=3)=[CH:52][CH:51]=2)=[O:49])[CH2:39][CH2:38]1.[CH2:66]([O:68][CH2:69][CH2:70]O)[CH3:67]. The catalyst is C1COCC1.O. The product is [CH2:66]([O:68][CH2:69][CH2:70][O:26][C:27]1[C:36]2[CH2:35][CH2:34][CH2:33][CH2:32][C:31]=2[CH:30]=[CH:29][C:28]=1[CH:37]1[CH2:38][CH2:39][N:40]([CH2:43][CH2:44][CH2:45][CH2:46][NH:47][C:48]([C:50]2[CH:51]=[CH:52][C:53]([C:56]3[CH:57]=[CH:58][C:59]([C:62]([F:65])([F:63])[F:64])=[CH:60][CH:61]=3)=[CH:54][CH:55]=2)=[O:49])[CH2:41][CH2:42]1)[CH3:67]. The yield is 0.810. (4) The catalyst is CC(O)(C)C.O. The reactants are [F:1][C:2]1[CH:7]=[CH:6][C:5]([C:8]2[C:17]3[C:12](=[CH:13][C:14]([CH:18]=[O:19])=[CH:15][CH:16]=3)[N:11]=[C:10]([C:20]([NH2:22])=[O:21])[CH:9]=2)=[CH:4][CH:3]=1.CC(=CC)C.Cl([O-])=[O:29].[Na+].O.P([O-])(O)(O)=O.[Na+]. The yield is 0.711. The product is [NH2:22][C:20]([C:10]1[CH:9]=[C:8]([C:5]2[CH:4]=[CH:3][C:2]([F:1])=[CH:7][CH:6]=2)[C:17]2[C:12](=[CH:13][C:14]([C:18]([OH:29])=[O:19])=[CH:15][CH:16]=2)[N:11]=1)=[O:21]. (5) The reactants are [NH2:1][C:2]1[CH:38]=[CH:37][C:5]([CH2:6][NH:7][C:8]([O:10][C@H:11]([C:22]2[CH:27]=[CH:26][C:25]([O:28][CH:29]([F:31])[F:30])=[C:24]([O:32][CH2:33][CH:34]3[CH2:36][CH2:35]3)[CH:23]=2)[CH2:12][C:13]2[C:18]([Cl:19])=[CH:17][N+:16]([O-:20])=[CH:15][C:14]=2[Cl:21])=[O:9])=[CH:4][CH:3]=1.[CH3:39][S:40](Cl)(=[O:42])=[O:41]. The catalyst is C(Cl)Cl. The product is [Cl:19][C:18]1[CH:17]=[N+:16]([O-:20])[CH:15]=[C:14]([Cl:21])[C:13]=1[CH2:12][C@@H:11]([C:22]1[CH:27]=[CH:26][C:25]([O:28][CH:29]([F:30])[F:31])=[C:24]([O:32][CH2:33][CH:34]2[CH2:36][CH2:35]2)[CH:23]=1)[O:10][C:8](=[O:9])[NH:7][CH2:6][C:5]1[CH:4]=[CH:3][C:2]([N:1]([S:40]([CH3:39])(=[O:42])=[O:41])[S:40]([CH3:39])(=[O:42])=[O:41])=[CH:38][CH:37]=1. The yield is 0.900.